This data is from Catalyst prediction with 721,799 reactions and 888 catalyst types from USPTO. The task is: Predict which catalyst facilitates the given reaction. Reactant: [CH3:1][O:2][C:3]1[CH:4]=[C:5]([CH3:13])[C:6]2[CH2:10][CH:9]([C:11]#N)[C:7]=2[CH:8]=1.[OH-:14].[K+].[OH2:16]. Product: [CH3:1][O:2][C:3]1[CH:4]=[C:5]([CH3:13])[C:6]2[CH2:10][CH:9]([C:11]([OH:16])=[O:14])[C:7]=2[CH:8]=1. The catalyst class is: 8.